From a dataset of Forward reaction prediction with 1.9M reactions from USPTO patents (1976-2016). Predict the product of the given reaction. (1) Given the reactants [Cl:1][C:2]1[CH:3]=[C:4]([CH:6]=[C:7]([Cl:9])[CH:8]=1)[NH2:5].[CH2:10]([C:12](=O)[C:13]([O-:15])=[O:14])[CH3:11].[Br:17][C:18]1[CH:19]=[C:20]([CH:23]=[CH:24][CH:25]=1)C=C.F[C:27](F)(F)[C:28](O)=O, predict the reaction product. The product is: [CH2:27]([O:15][C:13]([CH:12]1[CH2:10][CH:11]([C:24]2[CH:23]=[CH:20][CH:19]=[C:18]([Br:17])[CH:25]=2)[C:3]2[C:4](=[CH:6][C:7]([Cl:9])=[CH:8][C:2]=2[Cl:1])[NH:5]1)=[O:14])[CH3:28]. (2) Given the reactants [CH3:1][C:2]1[CH:7]=[CH:6][CH:5]=[C:4]([CH3:8])[C:3]=1[O:9][CH2:10][C:11]1[C:15]([CH2:16][O:17][C:18]2[CH:23]=[CH:22][C:21]([C:24]3[CH:25]=[C:26]4[C:31](=[CH:32][CH:33]=3)[N:30]=[C:29]([C:34]([O:36]C)=[O:35])[CH:28]=[CH:27]4)=[CH:20][CH:19]=2)=[C:14]([CH:38]([CH3:40])[CH3:39])[O:13][N:12]=1.O1CCCC1.[OH-].[Na+].Cl, predict the reaction product. The product is: [CH3:1][C:2]1[CH:7]=[CH:6][CH:5]=[C:4]([CH3:8])[C:3]=1[O:9][CH2:10][C:11]1[C:15]([CH2:16][O:17][C:18]2[CH:19]=[CH:20][C:21]([C:24]3[CH:25]=[C:26]4[C:31](=[CH:32][CH:33]=3)[N:30]=[C:29]([C:34]([OH:36])=[O:35])[CH:28]=[CH:27]4)=[CH:22][CH:23]=2)=[C:14]([CH:38]([CH3:40])[CH3:39])[O:13][N:12]=1. (3) Given the reactants [O:1]=[C:2]([NH:17][C@@H:18]1[CH2:22][CH2:21][N:20]([CH:23]2[CH2:28][CH2:27][NH:26][CH2:25][CH2:24]2)[CH2:19]1)[CH2:3][NH:4][C:5](=[O:16])[C:6]1[CH:11]=[CH:10][CH:9]=[C:8]([C:12]([F:15])([F:14])[F:13])[CH:7]=1.C(N(CC)CC)C.[C:36](Cl)(=[O:46])[O:37][CH2:38][C:39]1[CH:44]=[CH:43][CH:42]=[CH:41][C:40]=1[Cl:45], predict the reaction product. The product is: [F:13][C:12]([F:15])([F:14])[C:8]1[CH:7]=[C:6]([CH:11]=[CH:10][CH:9]=1)[C:5]([NH:4][CH2:3][C:2]([NH:17][C@@H:18]1[CH2:22][CH2:21][N:20]([CH:23]2[CH2:24][CH2:25][N:26]([C:36]([O:37][CH2:38][C:39]3[CH:44]=[CH:43][CH:42]=[CH:41][C:40]=3[Cl:45])=[O:46])[CH2:27][CH2:28]2)[CH2:19]1)=[O:1])=[O:16]. (4) Given the reactants [CH2:1]([NH:3][C:4]([C:6]1[C:10]([C:11]2[CH:16]=[CH:15][C:14]([CH2:17][N:18]3[CH2:23][CH2:22][O:21][CH2:20][CH2:19]3)=[CH:13][CH:12]=2)=[C:9]([C:24]2[CH:29]=[C:28]([CH2:30][CH:31]([CH3:33])[CH3:32])[C:27]([O:34]CC3C=CC=CC=3)=[CH:26][C:25]=2[O:42]CC2C=CC=CC=2)[O:8][N:7]=1)=[O:5])[CH3:2].C(Cl)Cl.B(Cl)(Cl)Cl, predict the reaction product. The product is: [CH2:1]([NH:3][C:4]([C:6]1[C:10]([C:11]2[CH:16]=[CH:15][C:14]([CH2:17][N:18]3[CH2:23][CH2:22][O:21][CH2:20][CH2:19]3)=[CH:13][CH:12]=2)=[C:9]([C:24]2[CH:29]=[C:28]([CH2:30][CH:31]([CH3:32])[CH3:33])[C:27]([OH:34])=[CH:26][C:25]=2[OH:42])[O:8][N:7]=1)=[O:5])[CH3:2]. (5) Given the reactants [F:1][C:2]1[CH:19]=[CH:18][CH:17]=[CH:16][C:3]=1[CH2:4][O:5][C:6]1[CH:11]=[CH:10][C:9]([C:12](=O)[CH:13]=[CH2:14])=[CH:8][CH:7]=1.C1(C(C2C=CC=CC=2)=[N:27][CH2:28][C:29]([O:31][CH2:32][CH3:33])=[O:30])C=CC=CC=1.OS(O)(=O)=O.C([O-])(O)=O.[Na+], predict the reaction product. The product is: [CH2:32]([O:31][C:29]([CH:28]1[CH2:14][CH2:13][C:12]([C:9]2[CH:10]=[CH:11][C:6]([O:5][CH2:4][C:3]3[CH:16]=[CH:17][CH:18]=[CH:19][C:2]=3[F:1])=[CH:7][CH:8]=2)=[N:27]1)=[O:30])[CH3:33]. (6) Given the reactants [NH2:1][C:2]1[C:7]([C:8]([C:10]2[C:15]([O:16][CH3:17])=[CH:14][CH:13]=[C:12]([F:18])[C:11]=2[F:19])=[O:9])=[CH:6][N:5]=[C:4]([NH:20][CH:21]2[CH2:26][CH2:25][N:24]([S:27]([CH2:30][CH2:31][CH2:32]Cl)(=[O:29])=[O:28])[CH2:23][CH2:22]2)[N:3]=1.[NH:34]1[CH2:39][CH2:38][O:37][CH2:36][CH2:35]1, predict the reaction product. The product is: [NH2:1][C:2]1[C:7]([C:8]([C:10]2[C:15]([O:16][CH3:17])=[CH:14][CH:13]=[C:12]([F:18])[C:11]=2[F:19])=[O:9])=[CH:6][N:5]=[C:4]([NH:20][CH:21]2[CH2:26][CH2:25][N:24]([S:27]([CH2:30][CH2:31][CH2:32][N:34]3[CH2:39][CH2:38][O:37][CH2:36][CH2:35]3)(=[O:29])=[O:28])[CH2:23][CH2:22]2)[N:3]=1. (7) Given the reactants [C:1]([NH:4][CH:5]1[C:9](=[O:10])[CH2:8][N:7]([C:11]([O:13][C:14]([CH3:17])([CH3:16])[CH3:15])=[O:12])[CH2:6]1)(=O)[CH3:2].[OH-].COC(NS([N+](CC)(CC)CC)(=O)=O)=O, predict the reaction product. The product is: [CH3:2][C:1]1[O:10][C:9]2[CH2:8][N:7]([C:11]([O:13][C:14]([CH3:17])([CH3:16])[CH3:15])=[O:12])[CH2:6][C:5]=2[N:4]=1. (8) Given the reactants [Cl:1][C:2]1[C:7]([Cl:8])=[CH:6][CH:5]=[C:4]([F:9])[C:3]=1[CH:10]([O:12][C:13]1[CH:19]=[CH:18][C:16]([NH2:17])=[CH:15][C:14]=1[F:20])[CH3:11].[S-:21][C:22]#[N:23].[K+].BrBr, predict the reaction product. The product is: [Cl:1][C:2]1[C:7]([Cl:8])=[CH:6][CH:5]=[C:4]([F:9])[C:3]=1[CH:10]([O:12][C:13]1[C:14]([F:20])=[CH:15][C:16]2[N:17]=[C:22]([NH2:23])[S:21][C:18]=2[CH:19]=1)[CH3:11]. (9) Given the reactants [C:1]1([C:16]2[CH:21]=[CH:20][CH:19]=[CH:18][CH:17]=2)[CH:6]=[CH:5][CH:4]=[C:3]([N:7]2[CH2:12][CH2:11][CH:10]([C:13]([OH:15])=O)[CH2:9][CH2:8]2)[CH:2]=1.[CH:22]1[C:35]2[C:26](=[N:27][C:28]3[C:33]([C:34]=2[NH2:36])=[CH:32][CH:31]=[CH:30][CH:29]=3)[CH:25]=[CH:24][CH:23]=1, predict the reaction product. The product is: [CH:32]1[C:33]2[C:28](=[N:27][C:26]3[C:35]([C:34]=2[NH:36][C:13]([CH:10]2[CH2:11][CH2:12][N:7]([C:3]4[CH:2]=[C:1]([C:16]5[CH:17]=[CH:18][CH:19]=[CH:20][CH:21]=5)[CH:6]=[CH:5][CH:4]=4)[CH2:8][CH2:9]2)=[O:15])=[CH:22][CH:23]=[CH:24][CH:25]=3)[CH:29]=[CH:30][CH:31]=1. (10) Given the reactants [Cl:1][C:2]1[CH:3]=[CH:4][C:5]([O:25][CH3:26])=[C:6]([NH:8][C:9](=[O:24])[CH2:10][N:11]2[C:19]3[CH2:18][CH2:17][NH:16][CH2:15][C:14]=3[C:13]([C:20]([F:23])([F:22])[F:21])=[N:12]2)[CH:7]=1.C=O.[C:29](=O)([O-])[O-].[Na+].[Na+], predict the reaction product. The product is: [Cl:1][C:2]1[CH:3]=[CH:4][C:5]([O:25][CH3:26])=[C:6]([NH:8][C:9](=[O:24])[CH2:10][N:11]2[C:19]3[CH2:18][CH2:17][N:16]([CH3:29])[CH2:15][C:14]=3[C:13]([C:20]([F:23])([F:22])[F:21])=[N:12]2)[CH:7]=1.